From a dataset of Peptide-MHC class II binding affinity with 134,281 pairs from IEDB. Regression. Given a peptide amino acid sequence and an MHC pseudo amino acid sequence, predict their binding affinity value. This is MHC class II binding data. (1) The peptide sequence is TRKIMKVVNRWLFRH. The MHC is DRB1_0404 with pseudo-sequence DRB1_0404. The binding affinity (normalized) is 0.650. (2) The peptide sequence is SSGKNEGTNIYNNNE. The MHC is DRB1_0101 with pseudo-sequence DRB1_0101. The binding affinity (normalized) is 0.171.